Dataset: Experimentally validated miRNA-target interactions with 360,000+ pairs, plus equal number of negative samples. Task: Binary Classification. Given a miRNA mature sequence and a target amino acid sequence, predict their likelihood of interaction. The miRNA is hsa-miR-4286 with sequence ACCCCACUCCUGGUACC. The protein sequence of the target gene is MAGYLKLVCVSFQRQGFHTVGSRCKNRTGAEHLWLTRHLRDPFVKAAKVESYRCRSAFKLLEVNERHQILRPGLRVLDCGAAPGAWSQVAVQKVNAAGTDPSSPVGFVLGVDLLHIFPLEGATFLCPADVTDPRTSQRILEVLPGRRADVILSDMAPNATGFRDLDHDRLISLCLTLLSVTPDILQPGGTFLCKTWAGSQSRRLQRRLTEEFQNVRIIKPEASRKESSEVYFLATQYHGRKGTVKQ. Result: 1 (interaction).